From a dataset of Reaction yield outcomes from USPTO patents with 853,638 reactions. Predict the reaction yield, written as a fraction of the theoretical maximum amount of product (1.0 means a 100% yield; for example, 0.34 means a 34% yield). (1) The reactants are [CH3:1][C:2]1[CH:7]=[CH:6][C:5]([S:8]([O:11][C:12]2[CH:17]=[CH:16][C:15](Br)=[C:14]([O:19][CH3:20])[CH:13]=2)(=[O:10])=[O:9])=[CH:4][CH:3]=1.Br[C:22]1[CH:28]=[CH:27][C:25]([OH:26])=[CH:24][C:23]=1O.[C:30]1(C)[CH:35]=CC(S(Cl)(=O)=O)=[CH:32][CH:31]=1.C(=O)([O-])[O-].[K+].[K+].IC. The product is [CH3:1][C:2]1[CH:7]=[CH:6][C:5]([S:8]([O:11][C:12]2[CH:17]=[CH:16][C:15]([C:30]3[CH:31]=[CH:32][C:23]4[C:22](=[CH:28][CH:27]=[C:25]([OH:26])[CH:24]=4)[CH:35]=3)=[C:14]([O:19][CH3:20])[CH:13]=2)(=[O:10])=[O:9])=[CH:4][CH:3]=1. The yield is 0.700. The catalyst is CCOCC.CC(C)=O. (2) The reactants are [OH:1][C:2]1[CH:3]=[C:4]([CH2:8][C:9]([OH:11])=[O:10])[CH:5]=[CH:6][CH:7]=1.C(=O)([O-])[O-].[K+].[K+].[CH2:18](Br)[C:19]1[CH:24]=[CH:23][CH:22]=[CH:21][CH:20]=1. The catalyst is CN(C=O)C. The product is [C:19]1([CH2:18][O:1][C:2]2[CH:3]=[C:4]([CH2:8][C:9]([O:11][CH2:8][C:4]3[CH:5]=[CH:6][CH:7]=[CH:2][CH:3]=3)=[O:10])[CH:5]=[CH:6][CH:7]=2)[CH:24]=[CH:23][CH:22]=[CH:21][CH:20]=1. The yield is 0.990. (3) The reactants are [C:1](N[C:5]([OH:7])=[O:6])(O)=O.C(OC([NH:15][C:16]1[C:17]([C:30]2[CH:38]=[CH:37][C:33](C([O-])=O)=[C:32]([F:39])[CH:31]=2)=[N:18][C:19]([CH:22]2[CH2:27][CH2:26][C:25](=[O:28])[CH:24]([F:29])[CH2:23]2)=[CH:20][N:21]=1)=O)(C)(C)C.Cl.O1CCOC[CH2:42]1.[C:47](=[O:50])([O-])[O-:48].[Na+].[Na+].[CH2:53]1[CH2:57]OC[CH2:54]1. The catalyst is O. The product is [NH2:15][C:16]1[C:17]([C:30]2[CH:38]=[CH:37][C:33]([C:5]([O:7][C:53]([CH3:54])([CH3:57])[CH3:42])=[O:6])=[C:32]([F:39])[CH:31]=2)=[N:18][C:19]([C@@H:22]2[CH2:27][CH2:26][C:25](=[O:28])[C@H:24]([F:29])[CH2:23]2)=[CH:20][N:21]=1.[NH2:15][C:16]1[C:17]([C:30]2[CH:38]=[CH:37][C:33]([C:47]([O:48][C:53]([CH3:54])([CH3:57])[CH3:1])=[O:50])=[C:32]([F:39])[CH:31]=2)=[N:18][C:19]([C@H:22]2[CH2:27][CH2:26][C:25](=[O:28])[C@@H:24]([F:29])[CH2:23]2)=[CH:20][N:21]=1. The yield is 0.272. (4) The reactants are O[Li].O.[CH3:4][C@H:5]1[C:13]2[C:12]([N:14]3[CH2:19][CH2:18][N:17]([C:20]([O:22][C:23]([CH3:26])([CH3:25])[CH3:24])=[O:21])[CH2:16][CH2:15]3)=[N:11][CH:10]=[N:9][C:8]=2[C@H:7]([O:27]C(=O)C2C=CC([N+]([O-])=O)=CC=2)[CH2:6]1.C1COCC1. The catalyst is O. The product is [OH:27][C@H:7]1[C:8]2[N:9]=[CH:10][N:11]=[C:12]([N:14]3[CH2:19][CH2:18][N:17]([C:20]([O:22][C:23]([CH3:26])([CH3:25])[CH3:24])=[O:21])[CH2:16][CH2:15]3)[C:13]=2[C@H:5]([CH3:4])[CH2:6]1. The yield is 1.00. (5) The reactants are [C:1]([N:4]1[C:12]2[C:7](=[CH:8][C:9]([NH2:13])=[CH:10][CH:11]=2)[C:6]([C:14]2[CH:19]=[CH:18][CH:17]=[CH:16][CH:15]=2)=[N:5]1)(=[O:3])[CH3:2].ClCCl.Cl.[CH3:24][O:25][C:26](=[O:36])[C:27]1[CH:35]=[CH:34][C:30]([C:31](O)=[O:32])=[CH:29][CH:28]=1. The catalyst is CN(C)C1C=CN=CC=1.C(N(CC)CC)C. The product is [C:1]([N:4]1[C:12]2[C:7](=[CH:8][C:9]([NH:13][C:31]([C:30]3[CH:34]=[CH:35][C:27]([C:26]([O:25][CH3:24])=[O:36])=[CH:28][CH:29]=3)=[O:32])=[CH:10][CH:11]=2)[C:6]([C:14]2[CH:19]=[CH:18][CH:17]=[CH:16][CH:15]=2)=[N:5]1)(=[O:3])[CH3:2]. The yield is 0.750.